Dataset: Forward reaction prediction with 1.9M reactions from USPTO patents (1976-2016). Task: Predict the product of the given reaction. (1) Given the reactants Cl.[NH2:2][C:3]1[S:4][C:5]([Cl:8])=[CH:6][N:7]=1.N1C=CC=CC=1.[C:15]([C:17]1[CH:18]=[C:19]([S:24](Cl)(=[O:26])=[O:25])[CH:20]=[CH:21][C:22]=1[F:23])#[N:16].Cl, predict the reaction product. The product is: [Cl:8][C:5]1[S:4][C:3]([NH:2][S:24]([C:19]2[CH:20]=[CH:21][C:22]([F:23])=[C:17]([C:15]#[N:16])[CH:18]=2)(=[O:25])=[O:26])=[N:7][CH:6]=1. (2) The product is: [C:13]([O:16][C:17]([NH:1][C@@H:2]1[CH2:6][CH2:5][C@H:4]([C:7]([OH:9])=[O:8])[CH2:3]1)=[O:18])([CH3:15])([CH3:14])[CH3:12]. Given the reactants [NH2:1][C@@H:2]1[CH2:6][CH2:5][C@H:4]([C:7]([OH:9])=[O:8])[CH2:3]1.[OH-].[Na+].[CH3:12][C:13]([O:16][C:17](O[C:17]([O:16][C:13]([CH3:15])([CH3:14])[CH3:12])=[O:18])=[O:18])([CH3:15])[CH3:14], predict the reaction product. (3) Given the reactants [C:1]([C:5]1[CH:6]=[N:7][NH:8][CH:9]=1)([CH3:4])([CH3:3])[CH3:2].C(N1C=C(C(C)(C)C)C=N1)(C)(C)C.[Li+].C[Si]([N-][Si](C)(C)C)(C)C.[C:33]([O:37][C:38](O[C:38]([O:37][C:33]([CH3:36])([CH3:35])[CH3:34])=[O:39])=[O:39])([CH3:36])([CH3:35])[CH3:34], predict the reaction product. The product is: [C:1]([C:5]1[CH:6]=[N:7][N:8]([C:38]([O:37][C:33]([CH3:36])([CH3:35])[CH3:34])=[O:39])[CH:9]=1)([CH3:4])([CH3:3])[CH3:2]. (4) Given the reactants [OH:1][CH2:2][CH2:3][O:4][CH2:5][CH2:6][O:7][CH2:8][CH2:9][O:10][C:11]1[CH:24]=[CH:23][C:22]2[C:21](=O)[C:20]3[C:15](=[CH:16][CH:17]=[C:18]([O:26][CH2:27][CH2:28][O:29][CH2:30][CH2:31][O:32][CH2:33][CH2:34][OH:35])[CH:19]=3)[C:14](=[O:36])[C:13]=2[CH:12]=1.[BH4-].[Na+].[CH:39]1[C:52]2[C:51](=O)[C:50]3[C:45](=[CH:46][CH:47]=[CH:48][CH:49]=3)[CH2:44][C:43]=2[CH:42]=[CH:41][CH:40]=1.C1C2C(=O)C3C(=CC=CC=3)C(=O)C=2C=CC=1, predict the reaction product. The product is: [OH:1][CH2:2][CH2:3][O:4][CH2:5][CH2:6][O:7][CH2:8][CH2:9][O:10][C:11]1[CH:24]=[CH:23][C:22]2[CH2:21][C:20]3[C:15](=[CH:16][CH:17]=[C:18]([O:26][CH2:27][CH2:28][O:29][CH2:30][CH2:31][O:32][CH2:33][CH2:34][OH:35])[CH:19]=3)[C:14](=[O:36])[C:13]=2[CH:12]=1.[CH:42]1[C:43]2[C:52](=[CH:51][C:50]3[C:45]([CH:44]=2)=[CH:46][CH:47]=[CH:48][CH:49]=3)[CH:39]=[CH:40][CH:41]=1.